From a dataset of Catalyst prediction with 721,799 reactions and 888 catalyst types from USPTO. Predict which catalyst facilitates the given reaction. Reactant: [CH3:1][O:2][C:3]1[CH:8]=[CH:7][C:6]([NH:9][CH:10]2[CH2:15][CH2:14][N:13]([CH3:16])[CH2:12][CH2:11]2)=[CH:5][C:4]=1[C:17]#[C:18][Si](C)(C)C.C(=O)([O-])[O-].[K+].[K+]. Product: [C:17]([C:4]1[CH:5]=[C:6]([NH:9][CH:10]2[CH2:15][CH2:14][N:13]([CH3:16])[CH2:12][CH2:11]2)[CH:7]=[CH:8][C:3]=1[O:2][CH3:1])#[CH:18]. The catalyst class is: 5.